From a dataset of NCI-60 drug combinations with 297,098 pairs across 59 cell lines. Regression. Given two drug SMILES strings and cell line genomic features, predict the synergy score measuring deviation from expected non-interaction effect. (1) Drug 1: CN(C)N=NC1=C(NC=N1)C(=O)N. Drug 2: C1=NC2=C(N=C(N=C2N1C3C(C(C(O3)CO)O)O)F)N. Cell line: SK-MEL-28. Synergy scores: CSS=-0.368, Synergy_ZIP=-2.33, Synergy_Bliss=-2.75, Synergy_Loewe=-12.6, Synergy_HSA=-4.17. (2) Drug 1: C1CCN(CC1)CCOC2=CC=C(C=C2)C(=O)C3=C(SC4=C3C=CC(=C4)O)C5=CC=C(C=C5)O. Drug 2: CN(C(=O)NC(C=O)C(C(C(CO)O)O)O)N=O. Cell line: MDA-MB-435. Synergy scores: CSS=-4.55, Synergy_ZIP=6.50, Synergy_Bliss=8.43, Synergy_Loewe=-3.11, Synergy_HSA=-1.29.